From a dataset of Peptide-MHC class I binding affinity with 185,985 pairs from IEDB/IMGT. Regression. Given a peptide amino acid sequence and an MHC pseudo amino acid sequence, predict their binding affinity value. This is MHC class I binding data. (1) The peptide sequence is QQYHRFGLY. The binding affinity (normalized) is 0.0847. The MHC is HLA-A31:01 with pseudo-sequence HLA-A31:01. (2) The peptide sequence is EFKRRLKDL. The MHC is HLA-A26:01 with pseudo-sequence HLA-A26:01. The binding affinity (normalized) is 0.0847.